This data is from Full USPTO retrosynthesis dataset with 1.9M reactions from patents (1976-2016). The task is: Predict the reactants needed to synthesize the given product. (1) The reactants are: [C:1]([C:3]1[CH:4]=[C:5]([C:13]2[O:17][N:16]=[C:15]([C:18]3[CH:19]=[CH:20][C:21]([CH2:27][CH2:28][C:29]([O:31]CC)=[O:30])=[C:22]4[C:26]=3[NH:25][CH:24]=[CH:23]4)[N:14]=2)[CH:6]=[CH:7][C:8]=1[O:9][CH:10]([CH3:12])[CH3:11])#[N:2].[OH-].[Na+]. Given the product [C:1]([C:3]1[CH:4]=[C:5]([C:13]2[O:17][N:16]=[C:15]([C:18]3[CH:19]=[CH:20][C:21]([CH2:27][CH2:28][C:29]([OH:31])=[O:30])=[C:22]4[C:26]=3[NH:25][CH:24]=[CH:23]4)[N:14]=2)[CH:6]=[CH:7][C:8]=1[O:9][CH:10]([CH3:12])[CH3:11])#[N:2], predict the reactants needed to synthesize it. (2) Given the product [ClH:51].[CH2:1]([O:8][C:9]([C@@H:11]1[CH2:15][C@H:14]([NH:16][C:17]([O:19][CH2:20][CH:21]2[C:33]3[CH:32]=[CH:31][CH:30]=[CH:29][C:28]=3[C:27]3[C:22]2=[CH:23][CH:24]=[CH:25][CH:26]=3)=[O:18])[CH2:13][N:12]1[C:34](=[O:50])[C@@H:35]([NH2:42])[CH:36]1[CH2:41][CH2:40][CH2:39][CH2:38][CH2:37]1)=[O:10])[C:2]1[CH:3]=[CH:4][CH:5]=[CH:6][CH:7]=1, predict the reactants needed to synthesize it. The reactants are: [CH2:1]([O:8][C:9]([C@@H:11]1[CH2:15][C@H:14]([NH:16][C:17]([O:19][CH2:20][CH:21]2[C:33]3[CH:32]=[CH:31][CH:30]=[CH:29][C:28]=3[C:27]3[C:22]2=[CH:23][CH:24]=[CH:25][CH:26]=3)=[O:18])[CH2:13][N:12]1[C:34](=[O:50])[C@@H:35]([NH:42]C(OC(C)(C)C)=O)[CH:36]1[CH2:41][CH2:40][CH2:39][CH2:38][CH2:37]1)=[O:10])[C:2]1[CH:7]=[CH:6][CH:5]=[CH:4][CH:3]=1.[ClH:51]. (3) Given the product [CH2:18]([O:25][C:26]1[CH:27]=[CH:28][C:29]([C@@H:37]([O:40][Si:41]([C:44]([CH3:45])([CH3:47])[CH3:46])([CH3:43])[CH3:42])[CH2:38][NH:14][CH2:13][CH2:12][C:9]2[CH:10]=[CH:11][C:6]([O:5][C:4]3[CH:15]=[CH:16][CH:17]=[C:2]([Cl:1])[CH:3]=3)=[CH:7][CH:8]=2)=[C:30]2[C:35]=1[NH:34][C:33](=[O:36])[CH:32]=[CH:31]2)[C:19]1[CH:20]=[CH:21][CH:22]=[CH:23][CH:24]=1, predict the reactants needed to synthesize it. The reactants are: [Cl:1][C:2]1[CH:3]=[C:4]([CH:15]=[CH:16][CH:17]=1)[O:5][C:6]1[CH:11]=[CH:10][C:9]([CH2:12][CH2:13][NH2:14])=[CH:8][CH:7]=1.[CH2:18]([O:25][C:26]1[CH:27]=[CH:28][C:29]([C@@H:37]([O:40][Si:41]([C:44]([CH3:47])([CH3:46])[CH3:45])([CH3:43])[CH3:42])[CH2:38]Br)=[C:30]2[C:35]=1[NH:34][C:33](=[O:36])[CH:32]=[CH:31]2)[C:19]1[CH:24]=[CH:23][CH:22]=[CH:21][CH:20]=1.[I-].[Na+].C(=O)([O-])[O-].[K+].[K+]. (4) Given the product [NH2:1][C:2]1[C:9]([I:11])=[CH:8][C:5]([C:6]#[N:7])=[C:4]([Cl:10])[CH:3]=1, predict the reactants needed to synthesize it. The reactants are: [NH2:1][C:2]1[CH:9]=[CH:8][C:5]([C:6]#[N:7])=[C:4]([Cl:10])[CH:3]=1.[I:11]N1C(=O)CCC1=O. (5) Given the product [Br:19][C:5]1[C:6]2[N:7]=[CH:8][N:9]=[CH:10][C:11]=2[N:3]([CH2:1][CH3:2])[N:4]=1, predict the reactants needed to synthesize it. The reactants are: [CH2:1]([N:3]1[C:11]2[CH:10]=[N:9][CH:8]=[N:7][C:6]=2[CH:5]=[N:4]1)[CH3:2].C1C(=O)N([Br:19])C(=O)C1.O.